The task is: Predict the product of the given reaction.. This data is from Forward reaction prediction with 1.9M reactions from USPTO patents (1976-2016). (1) Given the reactants [CH2:1]([O:8][C:9]1[CH:14]=[CH:13][N:12]=[CH:11][C:10]=1[NH2:15])[C:2]1[CH:7]=[CH:6][CH:5]=[CH:4][CH:3]=1.C(N(CC)CC)C.[CH3:23][S:24](Cl)(=[O:26])=[O:25], predict the reaction product. The product is: [CH2:1]([O:8][C:9]1[CH:14]=[CH:13][N:12]=[CH:11][C:10]=1[NH:15][S:24]([CH3:23])(=[O:26])=[O:25])[C:2]1[CH:3]=[CH:4][CH:5]=[CH:6][CH:7]=1. (2) Given the reactants [C:1]([NH:4][C:5]1[CH:22]=[CH:21][C:8]2[O:9][C:10]3[C:16]([NH:17][C:18](=[O:20])[CH3:19])=[CH:15][CH:14]=[CH:13][C:11]=3[O:12][C:7]=2[CH:6]=1)(=[O:3])[CH3:2].I[C:24]1[CH:29]=[CH:28][CH:27]=[CH:26][CH:25]=1.C(=O)([O-])[O-].[K+].[K+].N1[C:45]2[C:40](=[CH:41][CH:42]=[CH:43][CH:44]=2)C=CC=1, predict the reaction product. The product is: [C:1]([N:4]([C:40]1[CH:45]=[CH:44][CH:43]=[CH:42][CH:41]=1)[C:5]1[CH:22]=[CH:21][C:8]2[O:9][C:10]3[C:16]([N:17]([C:18](=[O:20])[CH3:19])[C:24]4[CH:29]=[CH:28][CH:27]=[CH:26][CH:25]=4)=[CH:15][CH:14]=[CH:13][C:11]=3[O:12][C:7]=2[CH:6]=1)(=[O:3])[CH3:2]. (3) The product is: [Cl:20][C:16]1[N:15]=[C:14]([C:12]2[S:4][C:3]3[CH:5]=[CH:6][CH:7]=[CH:8][C:2]=3[C:1](=[O:10])[N:13]=2)[CH:19]=[CH:18][CH:17]=1. Given the reactants [C:1]([O:10]C)(=O)[C:2]1[C:3](=[CH:5][CH:6]=[CH:7][CH:8]=1)[SH:4].[C:12]([C:14]1[CH:19]=[CH:18][CH:17]=[C:16]([Cl:20])[N:15]=1)#[N:13].C(N(CC)CC)C, predict the reaction product. (4) Given the reactants C([N:8](C(OC(C)(C)C)=O)[C@H:9]1[CH2:13][C@@H:12]([N:14]2[CH:22]=[N:21][C:20]3[C:15]2=[N:16][C:17]([Cl:24])=[N:18][C:19]=3[Cl:23])[C@H:11]([OH:25])[C@@H:10]1[OH:26])(OC(C)(C)C)=O.ClC1N=C2C(N=CN2[C@@H]2C[C@H](N3[N:53]=[C:52]([CH2:54][CH3:55])[CH:51]=[N:50]3)C=C2)=C(Cl)N=1, predict the reaction product. The product is: [Cl:24][C:17]1[N:16]=[C:15]2[C:20]([N:21]=[CH:22][N:14]2[C@@H:12]2[CH2:13][C@H:9]([N:8]3[N:53]=[C:52]([CH2:54][CH3:55])[CH:51]=[N:50]3)[C@@H:10]([OH:26])[C@H:11]2[OH:25])=[C:19]([Cl:23])[N:18]=1. (5) Given the reactants [H-].[Na+].[F:3][C:4]([F:13])([F:12])[C:5]1[C:9]([C:10]#[N:11])=[CH:8][NH:7][N:6]=1.Br[CH2:15][C:16]([NH:18][C:19]1[S:23][C:22]2[CH2:24][CH2:25][CH2:26][CH2:27][C:21]=2[C:20]=1[C:28]([NH2:30])=[O:29])=[O:17].O, predict the reaction product. The product is: [C:10]([C:9]1[C:5]([C:4]([F:3])([F:12])[F:13])=[N:6][N:7]([CH2:15][C:16]([NH:18][C:19]2[S:23][C:22]3[CH2:24][CH2:25][CH2:26][CH2:27][C:21]=3[C:20]=2[C:28]([NH2:30])=[O:29])=[O:17])[CH:8]=1)#[N:11]. (6) Given the reactants [CH3:1][O:2][CH2:3][C:4]1[N:5]=[CH:6][N:7]([C:9]2[CH:32]=[C:14]3[C:15]4[C:20]([CH2:21][CH2:22][N:13]3[C:12](=[O:33])[CH2:11][N:10]=2)=[C:19](B2OC(C)(C)C(C)(C)O2)[CH:18]=[CH:17][CH:16]=4)[CH:8]=1.[OH:34]O, predict the reaction product. The product is: [OH:34][C:19]1[CH:18]=[CH:17][CH:16]=[C:15]2[C:20]=1[CH2:21][CH2:22][N:13]1[C:12](=[O:33])[CH2:11][N:10]=[C:9]([N:7]3[CH:8]=[C:4]([CH2:3][O:2][CH3:1])[N:5]=[CH:6]3)[CH:32]=[C:14]12. (7) Given the reactants [F:1][C:2]1[CH:3]=[C:4]([C:10]2[CH2:11][CH2:12][CH2:13][C:14]3[CH:26]=[C:25]([O:27][CH3:28])[CH:24]=[CH:23][C:15]=3[C:16]=2[C:17]#[C:18][CH2:19][CH2:20][CH2:21][OH:22])[CH:5]=[CH:6][C:7]=1[O:8][CH3:9], predict the reaction product. The product is: [F:1][C:2]1[CH:3]=[C:4]([C:10]2[CH2:11][CH2:12][CH2:13][C:14]3[CH:26]=[C:25]([O:27][CH3:28])[CH:24]=[CH:23][C:15]=3[C:16]=2[CH2:17][CH2:18][CH2:19][CH2:20][CH2:21][OH:22])[CH:5]=[CH:6][C:7]=1[O:8][CH3:9]. (8) Given the reactants [Cl:1][C:2]1[C:14]([N+:15]([O-:17])=[O:16])=[CH:13][C:5]2[O:6][C:7]([CH3:12])([CH3:11])[C:8](=[O:10])[NH:9][C:4]=2[CH:3]=1.[H-].[Na+].I[CH3:21].O, predict the reaction product. The product is: [Cl:1][C:2]1[C:14]([N+:15]([O-:17])=[O:16])=[CH:13][C:5]2[O:6][C:7]([CH3:12])([CH3:11])[C:8](=[O:10])[N:9]([CH3:21])[C:4]=2[CH:3]=1. (9) Given the reactants [C:1]1([C:11](O)=O)[C:10]2[C:5](=[CH:6][CH:7]=[CH:8][CH:9]=2)[CH:4]=[CH:3][N:2]=1.[C:14]([NH2:23])(=O)[C:15]1[C:16](=[CH:18][CH:19]=[CH:20][CH:21]=1)[NH2:17].[Cl:24][C:25]1[CH:31]=[CH:30][C:28]([NH2:29])=[CH:27][CH:26]=1, predict the reaction product. The product is: [Cl:24][C:25]1[CH:31]=[CH:30][C:28]([NH:29][C:14]2[C:15]3[C:16](=[CH:18][CH:19]=[CH:20][CH:21]=3)[N:17]=[C:11]([C:1]3[C:10]4[C:5](=[CH:6][CH:7]=[CH:8][CH:9]=4)[CH:4]=[CH:3][N:2]=3)[N:23]=2)=[CH:27][CH:26]=1.